Dataset: Forward reaction prediction with 1.9M reactions from USPTO patents (1976-2016). Task: Predict the product of the given reaction. (1) Given the reactants [NH2:1][C:2]1[N:7]=[C:6]([N:8]2[C@H:13]([CH3:14])[CH2:12][CH2:11][C@H:10]([C:15](O)=[O:16])[CH2:9]2)[CH:5]=[C:4]([C:18]2[CH:23]=[CH:22][C:21]([C:24]#[N:25])=[C:20]([F:26])[CH:19]=2)[N:3]=1.CN(C(ON1N=NC2C=CC=NC1=2)=[N+](C)C)C.F[P-](F)(F)(F)(F)F.CCN(C(C)C)C(C)C.[CH3:60][CH:61]1[CH2:66][CH2:65][CH:64]([NH2:67])[CH2:63][CH2:62]1, predict the reaction product. The product is: [NH2:1][C:2]1[N:7]=[C:6]([N:8]2[C@H:13]([CH3:14])[CH2:12][CH2:11][C@H:10]([C:15]([NH:67][CH:64]3[CH2:65][CH2:66][CH:61]([CH3:60])[CH2:62][CH2:63]3)=[O:16])[CH2:9]2)[CH:5]=[C:4]([C:18]2[CH:23]=[CH:22][C:21]([C:24]#[N:25])=[C:20]([F:26])[CH:19]=2)[N:3]=1. (2) Given the reactants [H-].[H-].[H-].[H-].[Li+].[Al+3].[F:7][C:8]1[CH:26]=[CH:25][C:11]([O:12][CH2:13][CH2:14][CH:15]([CH2:21][CH2:22][CH:23]=[CH2:24])[C:16](OCC)=[O:17])=[CH:10][CH:9]=1.[F-].[K+], predict the reaction product. The product is: [F:7][C:8]1[CH:26]=[CH:25][C:11]([O:12][CH2:13][CH2:14][CH:15]([CH2:21][CH2:22][CH:23]=[CH2:24])[CH2:16][OH:17])=[CH:10][CH:9]=1. (3) Given the reactants [CH:1]1([CH:4]([NH:8][C:9]([NH:11][CH:12]([CH3:14])[CH3:13])=[O:10])[CH2:5][CH2:6]O)[CH2:3][CH2:2]1.C(Br)(Br)(Br)[Br:16].C1C=CC(P(C2C=CC=CC=2)C2C=CC=CC=2)=CC=1, predict the reaction product. The product is: [Br:16][CH2:6][CH2:5][CH:4]([NH:8][C:9]([NH:11][CH:12]([CH3:14])[CH3:13])=[O:10])[CH:1]1[CH2:3][CH2:2]1. (4) Given the reactants [Br:1][C:2]1[CH:3]=[CH:4][C:5](=[O:11])[N:6]([CH2:8][CH2:9]O)[CH:7]=1.P(Br)(Br)[Br:13], predict the reaction product. The product is: [Br:1][C:2]1[CH:3]=[CH:4][C:5](=[O:11])[N:6]([CH2:8][CH2:9][Br:13])[CH:7]=1. (5) The product is: [NH:1]1[C:9]2[C:4](=[C:5]([C:10]3[N:11]=[C:12]([N:22]4[CH2:27][CH2:26][O:25][CH2:24][CH2:23]4)[C:13]4[S:18][C:17]([C:19]([N:31]5[CH2:32][CH2:33][N:28]([CH2:34][CH2:35][OH:36])[CH2:29][CH2:30]5)=[O:21])=[CH:16][C:14]=4[N:15]=3)[CH:6]=[CH:7][CH:8]=2)[CH:3]=[N:2]1. Given the reactants [NH:1]1[C:9]2[C:4](=[C:5]([C:10]3[N:11]=[C:12]([N:22]4[CH2:27][CH2:26][O:25][CH2:24][CH2:23]4)[C:13]4[S:18][C:17]([C:19]([OH:21])=O)=[CH:16][C:14]=4[N:15]=3)[CH:6]=[CH:7][CH:8]=2)[CH:3]=[N:2]1.[N:28]1([CH2:34][CH2:35][OH:36])[CH2:33][CH2:32][NH:31][CH2:30][CH2:29]1, predict the reaction product.